Dataset: NCI-60 drug combinations with 297,098 pairs across 59 cell lines. Task: Regression. Given two drug SMILES strings and cell line genomic features, predict the synergy score measuring deviation from expected non-interaction effect. (1) Drug 1: C(=O)(N)NO. Drug 2: C1C(C(OC1N2C=NC3=C2NC=NCC3O)CO)O. Cell line: DU-145. Synergy scores: CSS=1.94, Synergy_ZIP=-3.52, Synergy_Bliss=-5.94, Synergy_Loewe=2.23, Synergy_HSA=-3.50. (2) Drug 1: C1CN1C2=NC(=NC(=N2)N3CC3)N4CC4. Drug 2: C1C(C(OC1N2C=NC(=NC2=O)N)CO)O. Cell line: DU-145. Synergy scores: CSS=70.2, Synergy_ZIP=4.58, Synergy_Bliss=4.82, Synergy_Loewe=7.80, Synergy_HSA=8.89. (3) Drug 1: CS(=O)(=O)C1=CC(=C(C=C1)C(=O)NC2=CC(=C(C=C2)Cl)C3=CC=CC=N3)Cl. Drug 2: C#CCC(CC1=CN=C2C(=N1)C(=NC(=N2)N)N)C3=CC=C(C=C3)C(=O)NC(CCC(=O)O)C(=O)O. Cell line: BT-549. Synergy scores: CSS=1.27, Synergy_ZIP=-0.813, Synergy_Bliss=-1.28, Synergy_Loewe=-0.649, Synergy_HSA=-1.82. (4) Drug 1: C1CC(=O)NC(=O)C1N2CC3=C(C2=O)C=CC=C3N. Drug 2: C1=NC(=NC(=O)N1C2C(C(C(O2)CO)O)O)N. Cell line: M14. Synergy scores: CSS=0.989, Synergy_ZIP=-0.976, Synergy_Bliss=-1.51, Synergy_Loewe=-0.436, Synergy_HSA=-0.910. (5) Drug 1: CCC1=CC2CC(C3=C(CN(C2)C1)C4=CC=CC=C4N3)(C5=C(C=C6C(=C5)C78CCN9C7C(C=CC9)(C(C(C8N6C)(C(=O)OC)O)OC(=O)C)CC)OC)C(=O)OC.C(C(C(=O)O)O)(C(=O)O)O. Drug 2: CC12CCC3C(C1CCC2O)C(CC4=C3C=CC(=C4)O)CCCCCCCCCS(=O)CCCC(C(F)(F)F)(F)F. Cell line: RXF 393. Synergy scores: CSS=44.2, Synergy_ZIP=0.0768, Synergy_Bliss=0.730, Synergy_Loewe=3.83, Synergy_HSA=3.71. (6) Drug 1: C1CC(=O)NC(=O)C1N2CC3=C(C2=O)C=CC=C3N. Drug 2: CC1C(C(CC(O1)OC2CC(CC3=C2C(=C4C(=C3O)C(=O)C5=CC=CC=C5C4=O)O)(C(=O)C)O)N)O. Cell line: OVCAR-8. Synergy scores: CSS=36.5, Synergy_ZIP=-0.975, Synergy_Bliss=-1.74, Synergy_Loewe=-18.0, Synergy_HSA=-0.0828.